From a dataset of Reaction yield outcomes from USPTO patents with 853,638 reactions. Predict the reaction yield, written as a fraction of the theoretical maximum amount of product (1.0 means a 100% yield; for example, 0.34 means a 34% yield). (1) The reactants are [Br:1][C:2]1[CH:7]=[N:6][C:5]([O:8][CH3:9])=[C:4]2[NH:10][CH:11]=[CH:12][C:3]=12.[H-].[Na+].[CH3:15][C:16]1[CH:21]=[CH:20][C:19]([S:22](Cl)(=[O:24])=[O:23])=[CH:18][CH:17]=1. The catalyst is CN(C)C=O. The product is [Br:1][C:2]1[CH:7]=[N:6][C:5]([O:8][CH3:9])=[C:4]2[N:10]([S:22]([C:19]3[CH:20]=[CH:21][C:16]([CH3:15])=[CH:17][CH:18]=3)(=[O:24])=[O:23])[CH:11]=[CH:12][C:3]=12. The yield is 1.00. (2) The reactants are [F:1][C:2]1[C:3]([C:11]([O:13]C)=[O:12])=[CH:4][C:5]2[N:9]=[N:8][NH:7][C:6]=2[CH:10]=1.[OH-].[Li+].O. The catalyst is O1CCCC1.CO. The product is [F:1][C:2]1[C:3]([C:11]([OH:13])=[O:12])=[CH:4][C:5]2[N:9]=[N:8][NH:7][C:6]=2[CH:10]=1. The yield is 1.00.